Task: Predict which catalyst facilitates the given reaction.. Dataset: Catalyst prediction with 721,799 reactions and 888 catalyst types from USPTO (1) The catalyst class is: 3. Reactant: [H-].[Na+].[Br:3][C:4]1[NH:5][C:6]2[C:11]([C:12]=1[CH:13]1[CH2:18][CH2:17][CH2:16][CH2:15][CH2:14]1)=[CH:10][CH:9]=[C:8]([C:19]([O:21][CH3:22])=[O:20])[CH:7]=2.N1C2C(=C[CH:28]=[C:29]([C:32]([O:34]C)=[O:33])C=2)C=C1.BrCCC(O)=O. Product: [Br:3][C:4]1[N:5]([CH2:28][CH2:29][C:32]([OH:34])=[O:33])[C:6]2[C:11]([C:12]=1[CH:13]1[CH2:18][CH2:17][CH2:16][CH2:15][CH2:14]1)=[CH:10][CH:9]=[C:8]([C:19]([O:21][CH3:22])=[O:20])[CH:7]=2. (2) Reactant: [Cl:1][C:2]1[CH:3]=[C:4]([C:8]2[N:12]([CH:13]3[CH2:15][CH2:14]3)[C:11](=[O:16])[N:10]([CH2:17][C:18]([OH:20])=O)[N:9]=2)[CH:5]=[CH:6][CH:7]=1.[F:21][C:22]([F:32])([F:31])[C:23]1[CH:24]=[C:25]([CH:28]=[CH:29][CH:30]=1)[CH2:26][NH2:27].C1C=CC2N(O)N=NC=2C=1.CCN=C=NCCCN(C)C.Cl. Product: [Cl:1][C:2]1[CH:3]=[C:4]([C:8]2[N:12]([CH:13]3[CH2:14][CH2:15]3)[C:11](=[O:16])[N:10]([CH2:17][C:18]([NH:27][CH2:26][C:25]3[CH:28]=[CH:29][CH:30]=[C:23]([C:22]([F:21])([F:31])[F:32])[CH:24]=3)=[O:20])[N:9]=2)[CH:5]=[CH:6][CH:7]=1. The catalyst class is: 9. (3) Reactant: Br[CH2:2][C:3]1[CH:12]=[CH:11][C:6]([C:7]([O:9][CH3:10])=[O:8])=[CH:5][CH:4]=1.[NH:13]1[C:17]2[CH:18]=[CH:19][CH:20]=[CH:21][C:16]=2[NH:15][C:14]1=[O:22].C([O-])([O-])=O.[K+].[K+].O. The catalyst class is: 3. Product: [CH3:10][O:9][C:7](=[O:8])[C:6]1[CH:11]=[CH:12][C:3]([CH2:2][N:13]2[C:17]3[CH:18]=[CH:19][CH:20]=[CH:21][C:16]=3[NH:15][C:14]2=[O:22])=[CH:4][CH:5]=1. (4) Reactant: [C:1]([C:3]([C:15]1[CH:20]=[CH:19][CH:18]=[CH:17][CH:16]=1)([C:9]1[CH:14]=[CH:13][CH:12]=[CH:11][CH:10]=1)[CH2:4][CH2:5][C:6]([OH:8])=O)#[N:2].Cl.CN(C)CCCN=[C:28]=[N:29][CH2:30][CH3:31].[OH2:33].ON1[C:39]2[CH:40]=[CH:41][CH:42]=[CH:43][C:38]=2N=N1.C(N(CC)C(C)C)(C)C. Product: [O:8]=[C:6]([N:29]1[CH2:28][CH:31]([O:33][C:38]2[CH:43]=[CH:42][CH:41]=[CH:40][CH:39]=2)[CH2:30]1)[CH2:5][CH2:4][C:3]([C:9]1[CH:14]=[CH:13][CH:12]=[CH:11][CH:10]=1)([C:15]1[CH:20]=[CH:19][CH:18]=[CH:17][CH:16]=1)[C:1]#[N:2]. The catalyst class is: 96. (5) Reactant: Cl[C:2]1[C:3]2[C:10](I)=[CH:9][N:8]([C@H:12]3[CH2:17][CH2:16][C@H:15]([N:18]4[CH2:23][CH2:22][N:21]([CH3:24])[CH2:20][CH2:19]4)[CH2:14][CH2:13]3)[C:4]=2[N:5]=[CH:6][N:7]=1.[C:25]1([O:31][C:32]2[CH:37]=[CH:36][C:35](B3OC(C)(C)C(C)(C)O3)=[CH:34][C:33]=2[N+:47]([O-:49])=[O:48])[CH:30]=[CH:29][CH:28]=[CH:27][CH:26]=1.ClC1C2C(C3C=CC(OC4C=CC=CC=4)=C(C=3)C#N)=CN([C@H]3CC[C@H](N4CCN(C)CC4)CC3)C=2[N:54]=CN=1.CO[C@@H]1[C@@H:103]([C:104]([O:106]C)=[O:105])[C@@H]2[C@@H](CN3[C@H](C2)C2NC4C=C(OC)C=CC=4C=2CC3)C[C@H]1[O:106][C:104]([C:103]1C=C(OC)C(OC)=C(OC)C=1)=[O:105]. Product: [C:104]([OH:106])(=[O:105])[CH3:103].[CH3:24][N:21]1[CH2:22][CH2:23][N:18]([C@H:15]2[CH2:16][CH2:17][C@H:12]([N:8]3[C:4]4[N:5]=[CH:6][N:7]=[C:2]([NH2:54])[C:3]=4[C:10]([C:35]4[CH:36]=[CH:37][C:32]([O:31][C:25]5[CH:30]=[CH:29][CH:28]=[CH:27][CH:26]=5)=[C:33]([N+:47]([O-:49])=[O:48])[CH:34]=4)=[CH:9]3)[CH2:13][CH2:14]2)[CH2:19][CH2:20]1. The catalyst class is: 10. (6) Reactant: [Cl:1][C:2]1[CH:3]=[CH:4][C:5]([O:18][CH2:19][C:20]2[CH:25]=[CH:24][CH:23]=[CH:22][CH:21]=2)=[C:6]([CH2:8][N:9]2[C:13]([CH3:14])=[CH:12][C:11]([C:15](O)=[O:16])=[N:10]2)[CH:7]=1.C[N:27]1CCOCC1.CN(C)CCCN=C=NCC.N1([O-])C2C=CC=CC=2N=N1.[NH4+]. The catalyst class is: 4. Product: [Cl:1][C:2]1[CH:3]=[CH:4][C:5]([O:18][CH2:19][C:20]2[CH:25]=[CH:24][CH:23]=[CH:22][CH:21]=2)=[C:6]([CH2:8][N:9]2[C:13]([CH3:14])=[CH:12][C:11]([C:15]([NH2:27])=[O:16])=[N:10]2)[CH:7]=1.